Dataset: Reaction yield outcomes from USPTO patents with 853,638 reactions. Task: Predict the reaction yield, written as a fraction of the theoretical maximum amount of product (1.0 means a 100% yield; for example, 0.34 means a 34% yield). (1) The yield is 0.350. The product is [I:1][C:2]1[C:7]([CH2:8][OH:9])=[C:6]([CH3:13])[N:5]=[C:4]2[S:14][C:15]3[CH2:20][CH2:19][CH2:18][CH2:17][C:16]=3[C:3]=12. The catalyst is ClCCl. The reactants are [I:1][C:2]1[C:7]([C:8](OCC)=[O:9])=[C:6]([CH3:13])[N:5]=[C:4]2[S:14][C:15]3[CH2:20][CH2:19][CH2:18][CH2:17][C:16]=3[C:3]=12.[H-].C([Al+]CC(C)C)C(C)C. (2) The reactants are [NH2:1][C:2]1[CH:10]=[C:9]([Cl:11])[CH:8]=[CH:7][C:3]=1[C:4](O)=[O:5].C1C=CC2N(O)N=[N:18]C=2C=1.[NH4+].[OH-].O. The catalyst is CN(C=O)C. The product is [NH2:1][C:2]1[CH:10]=[C:9]([Cl:11])[CH:8]=[CH:7][C:3]=1[C:4]([NH2:18])=[O:5]. The yield is 0.876.